From a dataset of Full USPTO retrosynthesis dataset with 1.9M reactions from patents (1976-2016). Predict the reactants needed to synthesize the given product. (1) Given the product [Br:3][C:4]1[N:9]=[C:8]([C:10]([O:12][CH3:13])=[O:11])[C:7]([O:14][CH2:24][CH2:23][CH2:22][O:15][C:16]2[CH:21]=[CH:20][CH:19]=[CH:18][CH:17]=2)=[CH:6][CH:5]=1, predict the reactants needed to synthesize it. The reactants are: [H-].[Na+].[Br:3][C:4]1[N:9]=[C:8]([C:10]([O:12][CH3:13])=[O:11])[C:7]([OH:14])=[CH:6][CH:5]=1.[O:15]([CH2:22][CH2:23][CH2:24]Br)[C:16]1[CH:21]=[CH:20][CH:19]=[CH:18][CH:17]=1. (2) Given the product [CH3:2][N:3]([CH3:24])[C:4]([C:10]1[CH:11]=[CH:12][C:13]([NH:16][C:17]([C@H:19]2[CH2:23][CH2:22][CH2:21][N:20]2[C:33]([NH:32][C:29]2[CH:30]=[CH:31][C:26]([Cl:25])=[CH:27][CH:28]=2)=[O:34])=[O:18])=[CH:14][CH:15]=1)=[N:5][S:6]([CH3:9])(=[O:8])=[O:7], predict the reactants needed to synthesize it. The reactants are: Cl.[CH3:2][N:3]([CH3:24])[C:4]([C:10]1[CH:15]=[CH:14][C:13]([NH:16][C:17]([C@H:19]2[CH2:23][CH2:22][CH2:21][NH:20]2)=[O:18])=[CH:12][CH:11]=1)=[N:5][S:6]([CH3:9])(=[O:8])=[O:7].[Cl:25][C:26]1[CH:31]=[CH:30][C:29]([N:32]=[C:33]=[O:34])=[CH:28][CH:27]=1. (3) Given the product [C:2]([CH:3]([CH:13]([CH3:22])[C:14](=[O:15])[C:16]1[CH:21]=[CH:20][CH:19]=[CH:18][CH:17]=1)[C:4]([O:6][CH2:7][CH3:8])=[O:5])(=[O:1])[CH3:9], predict the reactants needed to synthesize it. The reactants are: [O:1]=[C:2]([CH3:9])[CH2:3][C:4]([O:6][CH2:7][CH3:8])=[O:5].[H-].[Na+].Br[CH:13]([CH3:22])[C:14]([C:16]1[CH:21]=[CH:20][CH:19]=[CH:18][CH:17]=1)=[O:15]. (4) The reactants are: [Br:1][C:2]1[CH:7]=[CH:6][C:5](I)=[CH:4][CH:3]=1.[CH2:9]([N:14]1[CH:18]=[C:17](B(O)O)[CH:16]=[N:15]1)[CH2:10][CH:11]([CH3:13])[CH3:12].C([O-])(=O)C.[K+].C([O-])([O-])=O.[Cs+].[Cs+]. Given the product [CH2:9]([N:14]1[CH:18]=[C:17]([C:5]2[CH:6]=[CH:7][C:2]([Br:1])=[CH:3][CH:4]=2)[CH:16]=[N:15]1)[CH2:10][CH:11]([CH3:13])[CH3:12], predict the reactants needed to synthesize it. (5) Given the product [Cl:1][C:2]1[CH:16]=[C:15]([O:17][CH2:18][CH:19]=[C:20]([Cl:22])[Cl:21])[CH:14]=[C:13]([Cl:23])[C:3]=1[O:4][CH2:5][CH2:6][CH2:7][O:8][C:31]1[CH:32]=[C:33]2[C:38](=[CH:39][CH:40]=1)[C:37](=[O:41])[CH2:36][CH2:35][CH2:34]2, predict the reactants needed to synthesize it. The reactants are: [Cl:1][C:2]1[CH:16]=[C:15]([O:17][CH2:18][CH:19]=[C:20]([Cl:22])[Cl:21])[CH:14]=[C:13]([Cl:23])[C:3]=1[O:4][CH2:5][CH2:6][CH2:7][O:8]S(C)(=O)=O.C(=O)([O-])[O-].[K+].[K+].O[C:31]1[CH:32]=[C:33]2[C:38](=[CH:39][CH:40]=1)[C:37](=[O:41])[CH2:36][CH2:35][CH2:34]2.O. (6) Given the product [Cl:7][C:8]1[CH:9]=[C:10]([CH:15]=[CH:16][C:17]=1[O:6][CH:3]([CH2:4][F:5])[CH2:2][F:1])[C:11]([O:13][CH3:14])=[O:12], predict the reactants needed to synthesize it. The reactants are: [F:1][CH2:2][CH:3]([OH:6])[CH2:4][F:5].[Cl:7][C:8]1[CH:9]=[C:10]([CH:15]=[CH:16][C:17]=1O)[C:11]([O:13][CH3:14])=[O:12].C1(P(C2C=CC=CC=2)C2C=CC=CC=2)C=CC=CC=1.CC(OC(/N=N/C(OC(C)C)=O)=O)C. (7) Given the product [CH3:9][O:10][CH2:11][CH2:12][N:13]1[CH2:18][CH2:17][N:16]([C:5](=[O:6])[CH2:4][CH2:3][CH2:2][C:1]([OH:7])=[O:8])[CH2:15][CH2:14]1, predict the reactants needed to synthesize it. The reactants are: [C:1]1(=[O:8])[O:7][C:5](=[O:6])[CH2:4][CH2:3][CH2:2]1.[CH3:9][O:10][CH2:11][CH2:12][N:13]1[CH2:18][CH2:17][NH:16][CH2:15][CH2:14]1. (8) Given the product [F:21][C:18]1[CH:19]=[CH:20][C:15]([O:14][CH2:13][CH2:12][NH:1][C:2]2[N:6]([CH2:12][CH2:13][O:14][C:15]3[CH:20]=[CH:19][C:18]([F:21])=[CH:17][CH:16]=3)[C:5]3[CH:7]=[CH:8][CH:9]=[CH:10][C:4]=3[N:3]=2)=[CH:16][CH:17]=1, predict the reactants needed to synthesize it. The reactants are: [NH2:1][C:2]1[NH:3][C:4]2[CH:10]=[CH:9][CH:8]=[CH:7][C:5]=2[N:6]=1.Br[CH2:12][CH2:13][O:14][C:15]1[CH:20]=[CH:19][C:18]([F:21])=[CH:17][CH:16]=1.